From a dataset of Full USPTO retrosynthesis dataset with 1.9M reactions from patents (1976-2016). Predict the reactants needed to synthesize the given product. (1) Given the product [F:8][C:9]1[CH:10]=[C:11]([C:15]2[CH:20]=[C:19]([C:21]3[NH:25][C:24]4[C:32](=[O:33])[CH2:31][CH2:30][NH:29][S:26](=[O:27])(=[O:28])[C:23]=4[CH:22]=3)[CH:18]=[CH:17][N:16]=2)[CH:12]=[CH:13][CH:14]=1, predict the reactants needed to synthesize it. The reactants are: FC(F)(F)C(O)=O.[F:8][C:9]1[CH:10]=[C:11]([C:15]2[CH:20]=[C:19]([C:21]3[NH:25][CH:24]=[C:23]([S:26]([NH:29][CH2:30][CH2:31][C:32](O)=[O:33])(=[O:28])=[O:27])[CH:22]=3)[CH:18]=[CH:17][N:16]=2)[CH:12]=[CH:13][CH:14]=1.[OH-].[Na+]. (2) Given the product [CH2:1]([O:8][C:9]1[CH:14]=[C:13]([O:15][CH2:16][C:17]2[CH:18]=[CH:19][CH:20]=[CH:21][CH:22]=2)[C:12]([CH:23]([CH3:25])[CH3:24])=[CH:11][C:10]=1[C:26]1[O:30][N:29]=[C:28]([C:31]([NH:32][CH2:33][CH3:34])=[O:35])[C:27]=1[C:36]1[O:40][N:39]=[C:38]([C:41]([NH2:46])=[O:43])[CH:37]=1)[C:2]1[CH:3]=[CH:4][CH:5]=[CH:6][CH:7]=1, predict the reactants needed to synthesize it. The reactants are: [CH2:1]([O:8][C:9]1[CH:14]=[C:13]([O:15][CH2:16][C:17]2[CH:22]=[CH:21][CH:20]=[CH:19][CH:18]=2)[C:12]([CH:23]([CH3:25])[CH3:24])=[CH:11][C:10]=1[C:26]1[O:30][N:29]=[C:28]([C:31](=[O:35])[NH:32][CH2:33][CH3:34])[C:27]=1[C:36]1[O:40][N:39]=[C:38]([C:41]([O:43]CC)=O)[CH:37]=1)[C:2]1[CH:7]=[CH:6][CH:5]=[CH:4][CH:3]=1.[NH3:46].CO.[C-]#N.[K+]. (3) Given the product [F:26][CH:25]([F:27])[C:15]1[N:14]([C:4]2[N:5]=[C:6]([N:8]3[CH2:13][CH2:12][O:11][CH2:10][CH2:9]3)[N:7]=[C:2]([C:38]3[CH2:37][CH2:36][CH2:41][N:40]([C:42]([O:44][C:45]([CH3:48])([CH3:47])[CH3:46])=[O:43])[CH:39]=3)[N:3]=2)[C:18]2[CH:19]=[CH:20][CH:21]=[C:22]([O:23][CH3:24])[C:17]=2[N:16]=1, predict the reactants needed to synthesize it. The reactants are: Cl[C:2]1[N:7]=[C:6]([N:8]2[CH2:13][CH2:12][O:11][CH2:10][CH2:9]2)[N:5]=[C:4]([N:14]2[C:18]3[CH:19]=[CH:20][CH:21]=[C:22]([O:23][CH3:24])[C:17]=3[N:16]=[C:15]2[CH:25]([F:27])[F:26])[N:3]=1.CC1(C)C(C)(C)OB([C:36]2[CH2:37][CH2:38][CH2:39][N:40]([C:42]([O:44][C:45]([CH3:48])([CH3:47])[CH3:46])=[O:43])[CH:41]=2)O1.C([O-])([O-])=O.[Na+].[Na+]. (4) Given the product [Cl:1][C:2]1[CH:3]=[C:4]([NH:8][C:9]2[N:14]=[C:13]([C:15]3[CH:20]=[CH:19][C:18]([C:41]([NH:26][CH2:25][CH2:24][O:23][CH3:22])=[O:42])=[N:17][CH:16]=3)[CH:12]=[CH:11][N:10]=2)[CH:5]=[CH:6][CH:7]=1, predict the reactants needed to synthesize it. The reactants are: [Cl:1][C:2]1[CH:3]=[C:4]([NH:8][C:9]2[N:14]=[C:13]([C:15]3[CH:16]=[N:17][C:18](Cl)=[CH:19][CH:20]=3)[CH:12]=[CH:11][N:10]=2)[CH:5]=[CH:6][CH:7]=1.[CH3:22][O:23][CH2:24][CH2:25][NH2:26].N12CCCN=C1CCCCC2.Cl.CN(C)[CH:41]=[O:42]. (5) Given the product [CH3:28][O:27][N:26]=[C:13]([C:11]1[CH:10]=[CH:9][C:8]([C:16]2[CH:17]=[CH:18][C:19]([C:22]([F:24])([F:25])[F:23])=[CH:20][CH:21]=2)=[C:7]([C:1]2[CH:6]=[CH:5][CH:4]=[CH:3][CH:2]=2)[N:12]=1)[CH3:14], predict the reactants needed to synthesize it. The reactants are: [C:1]1([C:7]2[N:12]=[C:11]([C:13](=O)[CH3:14])[CH:10]=[CH:9][C:8]=2[C:16]2[CH:21]=[CH:20][C:19]([C:22]([F:25])([F:24])[F:23])=[CH:18][CH:17]=2)[CH:6]=[CH:5][CH:4]=[CH:3][CH:2]=1.[NH2:26][O:27][CH3:28].Cl.N1C=CC=CC=1.